From a dataset of Reaction yield outcomes from USPTO patents with 853,638 reactions. Predict the reaction yield, written as a fraction of the theoretical maximum amount of product (1.0 means a 100% yield; for example, 0.34 means a 34% yield). (1) The reactants are [CH3:1][C:2]([C:5]1[CH:10]=[CH:9][C:8]([C:11]2[C:19]3[C:14](=[CH:15][CH:16]=[CH:17][CH:18]=3)[NH:13][C:12]=2C(OCC)=O)=[CH:7][CH:6]=1)([CH3:4])[CH3:3].[OH-].[Na+].CC([O:31][CH:32](N(C)C)[O:33][C:34]([CH3:37])([CH3:36])[CH3:35])(C)C.C([O-])([O-])=O.[K+].[K+].[Br:47][C:48]1[CH:53]=[CH:52][C:51]([CH3:54])=[C:50]([CH2:55]Cl)[CH:49]=1. The catalyst is C1COCC1.CCO.O.CCOC(C)=O.CN(C=O)C. The product is [Br:47][C:48]1[CH:53]=[CH:52][C:51]([CH3:54])=[C:50]([CH2:55][N:13]2[C:14]3[C:19](=[CH:18][CH:17]=[CH:16][CH:15]=3)[C:11]([C:8]3[CH:9]=[CH:10][C:5]([C:2]([CH3:4])([CH3:3])[CH3:1])=[CH:6][CH:7]=3)=[C:12]2[C:32]([O:33][C:34]([CH3:35])([CH3:36])[CH3:37])=[O:31])[CH:49]=1. The yield is 0.950. (2) The reactants are [CH3:1][C@@H:2]([NH:13][CH2:14][CH2:15][CH2:16][C:17]1[CH:18]=[CH:19][CH:20]=[C:21]([C:23]([F:26])([F:25])[F:24])[CH:22]=1)[C:3]1[CH:4]=[CH:5][CH:6]=[C:7]2[CH:12]=[CH:11][CH:10]=[CH:9][C:8]=12.[ClH:27]. The catalyst is C(OC(C)C)(C)C. The product is [CH3:1][C@@H:2]([NH:13][CH2:14][CH2:15][CH2:16][C:17]1[CH:18]=[CH:19][CH:20]=[C:21]([C:23]([F:24])([F:25])[F:26])[CH:22]=1)[C:3]1[CH:4]=[CH:5][CH:6]=[C:7]2[CH:12]=[CH:11][CH:10]=[CH:9][C:8]=12.[ClH:27]. The yield is 0.865. (3) The reactants are [NH2:1][C:2]1[CH:3]=[CH:4][C:5]2[O:9][C:8]([C:10]([O:12][CH2:13][CH3:14])=[O:11])=[CH:7][C:6]=2[CH:15]=1.[CH3:16][S:17](Cl)(=[O:19])=[O:18]. The catalyst is N1C=CC=CC=1. The product is [CH3:16][S:17]([NH:1][C:2]1[CH:3]=[CH:4][C:5]2[O:9][C:8]([C:10]([O:12][CH2:13][CH3:14])=[O:11])=[CH:7][C:6]=2[CH:15]=1)(=[O:19])=[O:18]. The yield is 0.720. (4) The reactants are [Cl:1][C:2]1[N:7]=[CH:6][C:5]([NH2:8])=[C:4]([NH:9][CH:10]([CH:12]2[CH2:14][CH2:13]2)[CH3:11])[CH:3]=1.[CH2:15](OC(OCC)OCC)[CH3:16]. The catalyst is C(O)=O. The product is [Cl:1][C:2]1[N:7]=[CH:6][C:5]2[N:8]=[C:15]([CH3:16])[N:9]([CH:10]([CH:12]3[CH2:14][CH2:13]3)[CH3:11])[C:4]=2[CH:3]=1. The yield is 0.420.